From a dataset of Full USPTO retrosynthesis dataset with 1.9M reactions from patents (1976-2016). Predict the reactants needed to synthesize the given product. (1) The reactants are: C[O:2][C:3](=O)[CH2:4][CH:5]([C:15]1[CH:16]=[N:17][CH:18]=[CH:19][CH:20]=1)[N:6]1[C:14]2[C:9](=[N:10][CH:11]=[CH:12][CH:13]=2)[CH:8]=[CH:7]1.[H-].[H-].[H-].[H-].[Li+].[Al+3]. Given the product [N:17]1[CH:18]=[CH:19][CH:20]=[C:15]([CH:5]([N:6]2[C:14]3[C:9](=[N:10][CH:11]=[CH:12][CH:13]=3)[CH:8]=[CH:7]2)[CH2:4][CH2:3][OH:2])[CH:16]=1, predict the reactants needed to synthesize it. (2) Given the product [NH2:17][CH:16]([CH2:21][C:22]1[CH:27]=[CH:26][CH:25]=[C:24]([O:28][C:29]([F:33])([F:34])[CH:30]([F:31])[F:32])[CH:23]=1)[CH:15]([C:12]1[CH:11]=[CH:10][C:9]([O:8][CH2:1][C:2]2[CH:3]=[CH:4][CH:5]=[CH:6][CH:7]=2)=[CH:14][CH:13]=1)[OH:19], predict the reactants needed to synthesize it. The reactants are: [CH2:1]([O:8][C:9]1[CH:14]=[CH:13][C:12]([CH:15]2[O:19]C(=O)[NH:17][CH:16]2[CH2:21][C:22]2[CH:27]=[CH:26][CH:25]=[C:24]([O:28][C:29]([F:34])([F:33])[CH:30]([F:32])[F:31])[CH:23]=2)=[CH:11][CH:10]=1)[C:2]1[CH:7]=[CH:6][CH:5]=[CH:4][CH:3]=1.[OH-].[Na+].